Predict the reactants needed to synthesize the given product. From a dataset of Full USPTO retrosynthesis dataset with 1.9M reactions from patents (1976-2016). Given the product [CH:1]1([N:6]2[C:10]3[N:11]=[C:12]([NH:15][C:16]4[CH:24]=[CH:23][C:19]([C:20]([N:31]5[CH2:32][C@@H:33]6[CH2:37][C@H:30]5[CH2:35][C@@H:34]6[OH:36])=[O:21])=[CH:18][N:17]=4)[N:13]=[CH:14][C:9]=3[CH:8]=[C:7]2[C:25]([N:26]([CH3:28])[CH3:27])=[O:29])[CH2:5][CH2:4][CH2:3][CH2:2]1, predict the reactants needed to synthesize it. The reactants are: [CH:1]1([N:6]2[C:10]3[N:11]=[C:12]([NH:15][C:16]4[CH:24]=[CH:23][C:19]([C:20](O)=[O:21])=[CH:18][N:17]=4)[N:13]=[CH:14][C:9]=3[CH:8]=[C:7]2[C:25](=[O:29])[N:26]([CH3:28])[CH3:27])[CH2:5][CH2:4][CH2:3][CH2:2]1.[C@H:30]12[CH2:37][C@H:33]([C@@H:34]([OH:36])[CH2:35]1)[CH2:32][NH:31]2.